Dataset: KCNQ2 potassium channel screen with 302,405 compounds. Task: Binary Classification. Given a drug SMILES string, predict its activity (active/inactive) in a high-throughput screening assay against a specified biological target. (1) The compound is o1c(nnc1Cc1cc(ccc1)C)CCC(=O)N(Cc1ncc(cc1)CC)C. The result is 0 (inactive). (2) The molecule is O=C(NCc1c(OC)cccc1)CN1CCN(CC1)c1ccc(cc1)C(=O)C. The result is 0 (inactive).